This data is from Full USPTO retrosynthesis dataset with 1.9M reactions from patents (1976-2016). The task is: Predict the reactants needed to synthesize the given product. (1) Given the product [OH:18][C:17]1[C:16]2[C:11](=[CH:12][CH:13]=[C:14]([S:19][C:20]3[CH:21]=[CH:22][CH:23]=[CH:24][CH:25]=3)[CH:15]=2)[CH:10]=[N:9][C:8]=1[C:6]([NH:26][CH2:27][C:28]([OH:30])=[O:29])=[O:7], predict the reactants needed to synthesize it. The reactants are: C(O[C:6]([C:8]1[N:9]=[CH:10][C:11]2[C:16]([C:17]=1[OH:18])=[CH:15][C:14]([S:19][C:20]1[CH:25]=[CH:24][CH:23]=[CH:22][CH:21]=1)=[CH:13][CH:12]=2)=[O:7])CCC.[NH2:26][CH2:27][C:28]([OH:30])=[O:29].C[O-].[Na+]. (2) Given the product [C:13]1([CH:5]([C:6]([O:8][C:9]([CH3:12])([CH3:11])[CH3:10])=[O:7])[C@H:4]([NH2:19])[CH:3]=[O:20])[CH:14]=[CH:15][CH:16]=[CH:17][CH:18]=1, predict the reactants needed to synthesize it. The reactants are: CN(OC)[C:3](=[O:20])[C@@H:4]([NH2:19])[CH:5]([C:13]1[CH:18]=[CH:17][CH:16]=[CH:15][CH:14]=1)[C:6]([O:8][C:9]([CH3:12])([CH3:11])[CH3:10])=[O:7].[H-].COCCO[Al+]OCCOC.[Na+].[H-]. (3) Given the product [CH3:25][N:26]1[CH2:27][CH2:28][N:29]([C:32]2[CH:38]=[CH:37][C:35]([NH:36][C:2]3[C:3]([C:22]([NH2:24])=[O:23])=[N:4][C:5]([C:18]([CH3:20])=[CH2:19])=[C:6]([O:8][C:9]4[CH:14]=[CH:13][CH:12]=[C:11]([N+:15]([O-:17])=[O:16])[CH:10]=4)[N:7]=3)=[CH:34][CH:33]=2)[CH2:30][CH2:31]1, predict the reactants needed to synthesize it. The reactants are: Cl[C:2]1[C:3]([C:22]([NH2:24])=[O:23])=[N:4][C:5]([C:18](O)([CH3:20])[CH3:19])=[C:6]([O:8][C:9]2[CH:14]=[CH:13][CH:12]=[C:11]([N+:15]([O-:17])=[O:16])[CH:10]=2)[N:7]=1.[CH3:25][N:26]1[CH2:31][CH2:30][N:29]([C:32]2[CH:38]=[CH:37][C:35]([NH2:36])=[CH:34][CH:33]=2)[CH2:28][CH2:27]1.FC(F)(F)C(O)=O.CN1CCCC1=O. (4) Given the product [C:1]1([C:1]2[CH:6]=[CH:5][CH:4]=[CH:3][CH:2]=2)[CH:2]=[CH:3][C:4]([CH2:7][O:8][C:9]2[CH:14]=[CH:13][C:12]([CH2:15][CH2:16][CH2:17][O:18][C:19]3[CH:27]=[CH:26][C:25]([C:28]([O:30][CH2:31][CH3:32])=[O:29])=[CH:24][C:20]=3[C:21]([NH:39][C@H:40]3[CH2:41][CH2:42][C@@H:43]([C:46]([O:48][CH3:49])=[O:47])[CH2:44][CH2:45]3)=[O:22])=[CH:11][CH:10]=2)=[CH:5][CH:6]=1, predict the reactants needed to synthesize it. The reactants are: [C:1]1(C2C=CC=CC=2)[CH:6]=[CH:5][C:4]([CH2:7][O:8][C:9]2[CH:14]=[CH:13][C:12]([CH2:15][CH2:16][CH2:17][O:18][C:19]3[CH:27]=[CH:26][C:25]([C:28]([O:30][CH2:31][CH3:32])=[O:29])=[CH:24][C:20]=3[C:21](O)=[O:22])=[CH:11][CH:10]=2)=[CH:3][CH:2]=1.[NH2:39][C@@H:40]1[CH2:45][CH2:44][C@H:43]([C:46]([O:48][CH2:49]C)=[O:47])[CH2:42][CH2:41]1. (5) Given the product [O:1]=[C:2]1[NH:7][C:6](=[O:8])[CH:5]=[N:4][N:3]1[C:9]1[CH:10]=[CH:11][C:12]([CH3:18])=[C:13]([CH:17]=1)[C:14]([NH:20][CH2:21][C:22]1([OH:29])[CH2:28][CH2:27][CH2:26][CH2:25][CH2:24][CH2:23]1)=[O:16], predict the reactants needed to synthesize it. The reactants are: [O:1]=[C:2]1[NH:7][C:6](=[O:8])[CH:5]=[N:4][N:3]1[C:9]1[CH:10]=[CH:11][C:12]([CH3:18])=[C:13]([CH:17]=1)[C:14]([OH:16])=O.Cl.[NH2:20][CH2:21][C:22]1([OH:29])[CH2:28][CH2:27][CH2:26][CH2:25][CH2:24][CH2:23]1.CCN=C=NCCCN(C)C.Cl.Cl. (6) The reactants are: [Cl:1][C:2]1[CH:11]=[CH:10][C:9]([N:12]2[C:16](C)=[CH:15][CH:14]=[N:13]2)=[CH:8][C:3]=1[C:4]([O:6][CH3:7])=[O:5].Cl[C:19]1C=CC(NN)=CC=1C(OC)=O.COC(OC)CC(=O)C. Given the product [Cl:1][C:2]1[CH:11]=[CH:10][C:9]([N:12]2[CH:16]=[CH:15][C:14]([CH3:19])=[N:13]2)=[CH:8][C:3]=1[C:4]([O:6][CH3:7])=[O:5], predict the reactants needed to synthesize it.